This data is from Forward reaction prediction with 1.9M reactions from USPTO patents (1976-2016). The task is: Predict the product of the given reaction. Given the reactants [ClH:1].[NH2:2][CH2:3][C:4]([N:6]1[CH2:10][C@H:9]([NH:11][C:12](=[O:19])[C:13]2[CH:18]=[CH:17][CH:16]=[CH:15][CH:14]=2)[CH2:8][C@H:7]1[C:20]([OH:22])=[O:21])=[O:5], predict the reaction product. The product is: [OH2:5].[ClH:1].[NH2:2][CH2:3][C:4]([N:6]1[CH2:10][C@H:9]([NH:11][C:12](=[O:19])[C:13]2[CH:14]=[CH:15][CH:16]=[CH:17][CH:18]=2)[CH2:8][C@H:7]1[C:20]([OH:22])=[O:21])=[O:5].